From a dataset of Forward reaction prediction with 1.9M reactions from USPTO patents (1976-2016). Predict the product of the given reaction. (1) Given the reactants [Br:1][C:2]1[C:3]([NH2:13])=[N:4][NH:5][C:6]=1[C:7]1[CH:12]=[CH:11][CH:10]=[CH:9][CH:8]=1.C([O-])([O-])=O.[K+].[K+].Cl[CH2:21][C:22]([N:24]1[CH2:29][CH2:28][N:27]([C:30]2[CH:35]=[CH:34][C:33]([Cl:36])=[CH:32][CH:31]=2)[CH2:26][CH2:25]1)=[O:23].CN(C=O)C, predict the reaction product. The product is: [NH2:13][C:3]1[C:2]([Br:1])=[C:6]([C:7]2[CH:12]=[CH:11][CH:10]=[CH:9][CH:8]=2)[N:5]([CH2:21][C:22]([N:24]2[CH2:25][CH2:26][N:27]([C:30]3[CH:35]=[CH:34][C:33]([Cl:36])=[CH:32][CH:31]=3)[CH2:28][CH2:29]2)=[O:23])[N:4]=1. (2) The product is: [F:1][C:2]1[CH:34]=[CH:33][C:5]([CH2:6][O:7][CH2:8][CH2:9][CH2:10][CH2:11][C@@H:12]([O:24][C:25]2[CH:30]=[CH:29][C:28]([F:31])=[C:27]([CH3:32])[CH:26]=2)[C:13]([N:15]2[C@@H:19]([CH:20]([CH3:21])[CH3:22])[CH2:18][O:17][C:16]2=[O:23])=[O:14])=[CH:4][C:3]=1[CH3:35]. Given the reactants [F:1][C:2]1[CH:34]=[CH:33][C:5]([CH2:6][O:7][CH2:8][CH:9]=[CH:10][CH2:11][C@@H:12]([O:24][C:25]2[CH:30]=[CH:29][C:28]([F:31])=[C:27]([CH3:32])[CH:26]=2)[C:13]([N:15]2[C@@H:19]([CH:20]([CH3:22])[CH3:21])[CH2:18][O:17][C:16]2=[O:23])=[O:14])=[CH:4][C:3]=1[CH3:35], predict the reaction product. (3) Given the reactants [NH2:1][C:2]1[CH:3]=[CH:4][C:5]([CH:16]2[CH2:21][C:20]([CH3:23])([CH3:22])[O:19][C:18]([CH3:31])([C:24]([O:26][CH2:27][CH2:28][CH2:29][CH3:30])=[O:25])[CH2:17]2)=[N:6][C:7]=1[C:8]1[CH2:13][CH2:12][C:11]([CH3:15])([CH3:14])[CH2:10][CH:9]=1.[C:32]([C:34]1[N:35]=[C:36]([C:47](O)=[O:48])[N:37]([CH2:39][O:40][CH2:41][CH2:42][Si:43]([CH3:46])([CH3:45])[CH3:44])[CH:38]=1)#[N:33].C1CN([P+](Br)(N2CCCC2)N2CCCC2)CC1.F[P-](F)(F)(F)(F)F.C(N(C(C)C)CC)(C)C, predict the reaction product. The product is: [C:32]([C:34]1[N:35]=[C:36]([C:47]([NH:1][C:2]2[CH:3]=[CH:4][C:5]([CH:16]3[CH2:21][C:20]([CH3:22])([CH3:23])[O:19][C:18]([CH3:31])([C:24]([O:26][CH2:27][CH2:28][CH2:29][CH3:30])=[O:25])[CH2:17]3)=[N:6][C:7]=2[C:8]2[CH2:13][CH2:12][C:11]([CH3:15])([CH3:14])[CH2:10][CH:9]=2)=[O:48])[N:37]([CH2:39][O:40][CH2:41][CH2:42][Si:43]([CH3:44])([CH3:45])[CH3:46])[CH:38]=1)#[N:33]. (4) Given the reactants Br[CH2:2][C:3]1[CH:4]=[C:5]([CH:23]=[CH:24][CH:25]=1)[CH2:6][N:7]1[C:15]([OH:16])=[N:14][C:13]2[C:8]1=[N:9][C:10]([O:18][CH2:19][CH2:20][O:21][CH3:22])=[N:11][C:12]=2[NH2:17].[CH2:26]([O:28][P:29]([CH3:33])[O:30]CC)[CH3:27], predict the reaction product. The product is: [NH2:17][C:12]1[N:11]=[C:10]([O:18][CH2:19][CH2:20][O:21][CH3:22])[N:9]=[C:8]2[C:13]=1[N:14]=[C:15]([OH:16])[N:7]2[CH2:6][C:5]1[CH:4]=[C:3]([CH2:2][P:29]([CH3:33])(=[O:30])[O:28][CH2:26][CH3:27])[CH:25]=[CH:24][CH:23]=1. (5) Given the reactants [CH3:1][O:2][C:3]1[CH:8]=[CH:7][CH:6]=[CH:5][C:4]=1[C:9]1[N:14]=[CH:13][N:12]=[C:11]([NH:15][C:16]2[CH:17]=[C:18]([CH2:22][S:23]([NH2:26])(=[O:25])=[O:24])[CH:19]=[CH:20][CH:21]=2)[N:10]=1.ClC1N=CN=C([NH:34][C:35]2[CH:36]=[C:37](CS(N)(=O)=O)[CH:38]=[CH:39]C=2)N=1.N1C=CC(COC2C=CC=CC=2B2OC(C)(C)C(C)(C)O2)=CC=1, predict the reaction product. The product is: [N:34]1[CH:35]=[CH:36][C:37]([CH2:1][O:2][C:3]2[CH:8]=[CH:7][CH:6]=[CH:5][C:4]=2[C:9]2[N:14]=[CH:13][N:12]=[C:11]([NH:15][C:16]3[CH:17]=[C:18]([CH2:22][S:23]([NH2:26])(=[O:25])=[O:24])[CH:19]=[CH:20][CH:21]=3)[N:10]=2)=[CH:38][CH:39]=1. (6) Given the reactants [C:1]([C:5]1[N:6]=[C:7]([CH:10](O)[CH2:11][C:12]2[CH:17]=[CH:16][N:15]=[C:14]([NH:18][C:19](=[O:25])[O:20][C:21]([CH3:24])([CH3:23])[CH3:22])[CH:13]=2)[S:8][CH:9]=1)([CH3:4])([CH3:3])[CH3:2].C(N(CC)CC)C.CS(Cl)(=O)=O.N12CCCN=C1CCCCC2, predict the reaction product. The product is: [C:1]([C:5]1[N:6]=[C:7](/[CH:10]=[CH:11]/[C:12]2[CH:17]=[CH:16][N:15]=[C:14]([NH:18][C:19](=[O:25])[O:20][C:21]([CH3:24])([CH3:23])[CH3:22])[CH:13]=2)[S:8][CH:9]=1)([CH3:4])([CH3:2])[CH3:3]. (7) Given the reactants [CH:1]1([CH2:4][O:5][C:6]2[CH:11]=[CH:10][C:9]([CH3:12])=[CH:8][C:7]=2[C:13]2[C:14]3[N:21]([CH2:22][O:23][CH2:24][CH2:25][Si:26]([CH3:29])([CH3:28])[CH3:27])[C:20]([CH3:30])=[C:19]([C:31](O)=[O:32])[C:15]=3[N:16]=[CH:17][N:18]=2)[CH2:3][CH2:2]1.[NH2:34][CH:35]1[CH2:40][CH2:39][N:38]([C:41]([O:43][C:44]([CH3:47])([CH3:46])[CH3:45])=[O:42])[CH2:37][CH2:36]1, predict the reaction product. The product is: [CH:1]1([CH2:4][O:5][C:6]2[CH:11]=[CH:10][C:9]([CH3:12])=[CH:8][C:7]=2[C:13]2[C:14]3[N:21]([CH2:22][O:23][CH2:24][CH2:25][Si:26]([CH3:29])([CH3:28])[CH3:27])[C:20]([CH3:30])=[C:19]([C:31]([NH:34][CH:35]4[CH2:36][CH2:37][N:38]([C:41]([O:43][C:44]([CH3:47])([CH3:46])[CH3:45])=[O:42])[CH2:39][CH2:40]4)=[O:32])[C:15]=3[N:16]=[CH:17][N:18]=2)[CH2:2][CH2:3]1.